From a dataset of NCI-60 drug combinations with 297,098 pairs across 59 cell lines. Regression. Given two drug SMILES strings and cell line genomic features, predict the synergy score measuring deviation from expected non-interaction effect. (1) Drug 1: CS(=O)(=O)C1=CC(=C(C=C1)C(=O)NC2=CC(=C(C=C2)Cl)C3=CC=CC=N3)Cl. Drug 2: CC1=C(C=C(C=C1)NC(=O)C2=CC=C(C=C2)CN3CCN(CC3)C)NC4=NC=CC(=N4)C5=CN=CC=C5. Cell line: LOX IMVI. Synergy scores: CSS=28.6, Synergy_ZIP=0.915, Synergy_Bliss=6.95, Synergy_Loewe=5.74, Synergy_HSA=5.50. (2) Drug 1: C1CC(C1)(C(=O)O)C(=O)O.[NH2-].[NH2-].[Pt+2]. Drug 2: C(CN)CNCCSP(=O)(O)O. Cell line: SF-268. Synergy scores: CSS=26.8, Synergy_ZIP=-2.97, Synergy_Bliss=4.06, Synergy_Loewe=-18.2, Synergy_HSA=3.19. (3) Cell line: NCI/ADR-RES. Synergy scores: CSS=5.75, Synergy_ZIP=-0.00968, Synergy_Bliss=2.67, Synergy_Loewe=1.48, Synergy_HSA=1.53. Drug 2: CC(CN1CC(=O)NC(=O)C1)N2CC(=O)NC(=O)C2. Drug 1: C1CCC(C1)C(CC#N)N2C=C(C=N2)C3=C4C=CNC4=NC=N3. (4) Drug 1: CC1=C(C=C(C=C1)C(=O)NC2=CC(=CC(=C2)C(F)(F)F)N3C=C(N=C3)C)NC4=NC=CC(=N4)C5=CN=CC=C5. Drug 2: C#CCC(CC1=CN=C2C(=N1)C(=NC(=N2)N)N)C3=CC=C(C=C3)C(=O)NC(CCC(=O)O)C(=O)O. Cell line: MDA-MB-231. Synergy scores: CSS=6.49, Synergy_ZIP=3.20, Synergy_Bliss=-1.54, Synergy_Loewe=1.81, Synergy_HSA=0.0931. (5) Drug 1: COC1=CC(=CC(=C1O)OC)C2C3C(COC3=O)C(C4=CC5=C(C=C24)OCO5)OC6C(C(C7C(O6)COC(O7)C8=CC=CS8)O)O. Drug 2: C1=C(C(=O)NC(=O)N1)F. Cell line: NCIH23. Synergy scores: CSS=59.0, Synergy_ZIP=-10.2, Synergy_Bliss=-14.2, Synergy_Loewe=-8.51, Synergy_HSA=-6.78. (6) Drug 1: C1C(C(OC1N2C=C(C(=O)NC2=O)F)CO)O. Drug 2: C1C(C(OC1N2C=NC3=C2NC=NCC3O)CO)O. Cell line: HOP-92. Synergy scores: CSS=21.8, Synergy_ZIP=-1.52, Synergy_Bliss=3.23, Synergy_Loewe=-43.2, Synergy_HSA=1.58. (7) Drug 1: C1=CC(=CC=C1CCC2=CNC3=C2C(=O)NC(=N3)N)C(=O)NC(CCC(=O)O)C(=O)O. Drug 2: CC(C)(C#N)C1=CC(=CC(=C1)CN2C=NC=N2)C(C)(C)C#N. Cell line: UO-31. Synergy scores: CSS=20.7, Synergy_ZIP=-11.9, Synergy_Bliss=-5.21, Synergy_Loewe=-6.27, Synergy_HSA=-3.52. (8) Drug 1: CC(CN1CC(=O)NC(=O)C1)N2CC(=O)NC(=O)C2. Drug 2: CCCS(=O)(=O)NC1=C(C(=C(C=C1)F)C(=O)C2=CNC3=C2C=C(C=N3)C4=CC=C(C=C4)Cl)F. Cell line: SW-620. Synergy scores: CSS=17.7, Synergy_ZIP=4.42, Synergy_Bliss=3.27, Synergy_Loewe=-13.1, Synergy_HSA=-12.0. (9) Drug 1: CS(=O)(=O)OCCCCOS(=O)(=O)C. Drug 2: C1C(C(OC1N2C=NC3=C2NC=NCC3O)CO)O. Cell line: T-47D. Synergy scores: CSS=11.1, Synergy_ZIP=-2.82, Synergy_Bliss=-4.12, Synergy_Loewe=1.48, Synergy_HSA=-1.51. (10) Drug 2: C1C(C(OC1N2C=NC(=NC2=O)N)CO)O. Synergy scores: CSS=33.4, Synergy_ZIP=-4.31, Synergy_Bliss=0.746, Synergy_Loewe=4.93, Synergy_HSA=6.02. Cell line: HCC-2998. Drug 1: COC1=CC(=CC(=C1O)OC)C2C3C(COC3=O)C(C4=CC5=C(C=C24)OCO5)OC6C(C(C7C(O6)COC(O7)C8=CC=CS8)O)O.